From a dataset of Forward reaction prediction with 1.9M reactions from USPTO patents (1976-2016). Predict the product of the given reaction. (1) The product is: [CH3:22][O:21][C:11]1[C:12]2[CH2:13][CH2:14][C:15]([CH3:19])([CH3:20])[CH2:16][C:17]=2[C:18]2[C:6]3[C:7](=[C:2]([NH:30][CH2:29][C:25]4[CH:24]=[N:23][CH:28]=[CH:27][CH:26]=4)[N:3]=[CH:4][N:5]=3)[O:8][C:9]=2[N:10]=1. Given the reactants Cl[C:2]1[C:7]2[O:8][C:9]3[N:10]=[C:11]([O:21][CH3:22])[C:12]4[CH2:13][CH2:14][C:15]([CH3:20])([CH3:19])[CH2:16][C:17]=4[C:18]=3[C:6]=2[N:5]=[CH:4][N:3]=1.[N:23]1[CH:28]=[CH:27][CH:26]=[C:25]([CH2:29][NH2:30])[CH:24]=1, predict the reaction product. (2) Given the reactants [C:1]([SiH2:5][O:6][C:7]([CH3:27])([CH3:26])[C:8]12[O:15][C:12]([C:16]([CH3:24])([CH3:23])[O:17][SiH2:18][C:19]([CH3:22])([CH3:21])[CH3:20])([CH:13]=[CH:14]1)[CH2:11][C:10](=[O:25])[CH2:9]2)([CH3:4])([CH3:3])[CH3:2], predict the reaction product. The product is: [C:1]([SiH2:5][O:6][C:7]([CH3:27])([CH3:26])[C:8]12[O:15][C:12]([C:16]([CH3:24])([CH3:23])[O:17][SiH2:18][C:19]([CH3:22])([CH3:21])[CH3:20])([CH2:13][CH2:14]1)[CH2:11][C:10](=[O:25])[CH2:9]2)([CH3:4])([CH3:3])[CH3:2]. (3) Given the reactants [CH3:1][O:2][C:3]1[CH:4]=[C:5]([C:11]([C:13]2[CH:18]=[CH:17][C:16]([O:19][CH3:20])=[C:15]([O:21][CH2:22][CH3:23])[CH:14]=2)=O)[CH:6]=[C:7]([O:9][CH3:10])[CH:8]=1.C(OP([CH2:32][C:33]#[N:34])(=O)OCC)C.C[Si]([N-][Si](C)(C)C)(C)C.[Li+].COC1C=C(C(C2C=CC=C(OC)C=2)=CC#N)C=C(OC)C=1, predict the reaction product. The product is: [CH3:1][O:2][C:3]1[CH:4]=[C:5]([C:11]([C:13]2[CH:18]=[CH:17][C:16]([O:19][CH3:20])=[C:15]([O:21][CH2:22][CH3:23])[CH:14]=2)=[CH:32][C:33]#[N:34])[CH:6]=[C:7]([O:9][CH3:10])[CH:8]=1. (4) The product is: [Cl:24][C:19]1[CH:18]=[C:17]([C:11]2([C:13]([F:16])([F:15])[F:14])[O:10][N:9]=[C:8]([C:4]3[S:5][C:6]([CH3:7])=[C:2]([C:25]#[N:26])[CH:3]=3)[CH2:12]2)[CH:22]=[C:21]([Cl:23])[CH:20]=1. Given the reactants Br[C:2]1[CH:3]=[C:4]([C:8]2[CH2:12][C:11]([C:17]3[CH:22]=[C:21]([Cl:23])[CH:20]=[C:19]([Cl:24])[CH:18]=3)([C:13]([F:16])([F:15])[F:14])[O:10][N:9]=2)[S:5][C:6]=1[CH3:7].[CH3:25][N:26](C=O)C, predict the reaction product. (5) Given the reactants [O:1]1[C:6]2[CH:7]=[CH:8][C:9]([S:11][C:12]3[CH:17]=[CH:16][C:15]([C:18]4[CH:23]=[CH:22][N:21]=[CH:20][CH:19]=4)=[CH:14][C:13]=3[C:24]([F:27])([F:26])[F:25])=[CH:10][C:5]=2[O:4][CH2:3][CH2:2]1.OC1CCNC1.[C:34]([NH:37][CH:38]1[CH2:42][CH2:41][NH:40][CH2:39]1)(=[O:36])[CH3:35], predict the reaction product. The product is: [O:1]1[C:6]2[CH:7]=[CH:8][C:9]([S:11][C:12]3[CH:17]=[CH:16][C:15]([C:18]4[CH:19]=[CH:20][N:21]=[C:22]([N:40]5[CH2:41][CH2:42][CH:38]([NH:37][C:34](=[O:36])[CH3:35])[CH2:39]5)[CH:23]=4)=[CH:14][C:13]=3[C:24]([F:25])([F:26])[F:27])=[CH:10][C:5]=2[O:4][CH2:3][CH2:2]1.